Dataset: Catalyst prediction with 721,799 reactions and 888 catalyst types from USPTO. Task: Predict which catalyst facilitates the given reaction. (1) Reactant: [O:1]1[CH2:6][CH:5]=[C:4]([C:7]2[C:12]([NH2:13])=[CH:11][C:10]([C:14]3[CH2:15][CH2:16][O:17][CH2:18][CH:19]=3)=[CH:9][N:8]=2)[CH2:3][CH2:2]1.Cl[C:21]1[C:30]2[C:25](=[CH:26][C:27]([F:32])=[CH:28][C:29]=2[F:31])[N:24]=[C:23]([C:33]2[CH:38]=[CH:37][CH:36]=[CH:35][N:34]=2)[C:22]=1[CH3:39].C1(P(C2CCCCC2)C2(C(C)C)CC(C(C)C)=CC(C(C)C)=C2C2C=CC=CC=2)CCCCC1.CC(C1C=C(C(C)C)C(C2C=CC=CC=2P(C2CCCCC2)C2CCCCC2)=C(C(C)C)C=1)C.CC(C)([O-])C.[Na+]. Product: [O:1]1[CH2:2][CH:3]=[C:4]([C:7]2[C:12]([NH:13][C:21]3[C:30]4[C:25](=[CH:26][C:27]([F:32])=[CH:28][C:29]=4[F:31])[N:24]=[C:23]([C:33]4[CH:38]=[CH:37][CH:36]=[CH:35][N:34]=4)[C:22]=3[CH3:39])=[CH:11][C:10]([C:14]3[CH2:15][CH2:16][O:17][CH2:18][CH:19]=3)=[CH:9][N:8]=2)[CH2:5][CH2:6]1. The catalyst class is: 491. (2) Reactant: [CH2:1]([O:8][C:9]1[CH:24]=[CH:23][C:12]([CH2:13][NH:14][CH2:15][CH2:16][C:17]2[CH:22]=[CH:21][CH:20]=[CH:19][N:18]=2)=[CH:11][C:10]=1[O:25][CH2:26][C:27]([O:29][C:30]([CH3:33])([CH3:32])[CH3:31])=[O:28])[C:2]1[CH:7]=[CH:6][CH:5]=[CH:4][CH:3]=1.CCN(CC)CC.[C:41]1([CH2:47][CH2:48][CH2:49][CH2:50][C:51](Cl)=[O:52])[CH:46]=[CH:45][CH:44]=[CH:43][CH:42]=1. Product: [CH2:1]([O:8][C:9]1[CH:24]=[CH:23][C:12]([CH2:13][N:14]([CH2:15][CH2:16][C:17]2[CH:22]=[CH:21][CH:20]=[CH:19][N:18]=2)[C:51](=[O:52])[CH2:50][CH2:49][CH2:48][CH2:47][C:41]2[CH:46]=[CH:45][CH:44]=[CH:43][CH:42]=2)=[CH:11][C:10]=1[O:25][CH2:26][C:27]([O:29][C:30]([CH3:33])([CH3:32])[CH3:31])=[O:28])[C:2]1[CH:7]=[CH:6][CH:5]=[CH:4][CH:3]=1. The catalyst class is: 2. (3) Reactant: [NH2:1][CH:2]([CH2:13][O:14][CH:15]([F:17])[F:16])[C:3]([NH:5][CH2:6][C:7]1[CH:12]=[CH:11][CH:10]=[CH:9][CH:8]=1)=[O:4].C(N(CC)CC)C.[CH:25](=[O:27])[CH3:26]. Product: [C:25]([NH:1][CH:2]([CH2:13][O:14][CH:15]([F:16])[F:17])[C:3]([NH:5][CH2:6][C:7]1[CH:12]=[CH:11][CH:10]=[CH:9][CH:8]=1)=[O:4])(=[O:27])[CH3:26]. The catalyst class is: 56. (4) Reactant: FC(F)(F)C([NH:5][C@H:6]1[C:15]2[C:10](=[CH:11][C:12]([CH2:19][N:20]3[CH2:25][CH2:24][CH2:23][CH2:22][CH2:21]3)=[C:13]([N+:16]([O-:18])=[O:17])[CH:14]=2)[CH2:9][CH2:8][CH2:7]1)=O.[OH-].[Na+]. Product: [N+:16]([C:13]1[CH:14]=[C:15]2[C:10]([CH2:9][CH2:8][CH2:7][C@H:6]2[NH2:5])=[CH:11][C:12]=1[CH2:19][N:20]1[CH2:25][CH2:24][CH2:23][CH2:22][CH2:21]1)([O-:18])=[O:17]. The catalyst class is: 87. (5) Reactant: [CH3:1][C:2]1[CH:7]=[C:6]([O:8][CH2:9][CH2:10][CH2:11][Cl:12])[CH:5]=[CH:4][C:3]=1[C:13](=[O:15])[CH3:14].[Br:16]Br.C(=O)(O)[O-].[Na+]. Product: [Br:16][CH2:14][C:13]([C:3]1[CH:4]=[CH:5][C:6]([O:8][CH2:9][CH2:10][CH2:11][Cl:12])=[CH:7][C:2]=1[CH3:1])=[O:15]. The catalyst class is: 28. (6) Reactant: C1COCC1.BrC1C=CC(C)=NC=1.[CH3:14][C:15]1[CH:20]=[CH:19][C:18]([C:21]#[C:22][Si](C)(C)C)=[CH:17][N:16]=1.C(=O)([O-])[O-].[K+].[K+]. Product: [C:21]([C:18]1[CH:19]=[CH:20][C:15]([CH3:14])=[N:16][CH:17]=1)#[CH:22]. The catalyst class is: 97. (7) Reactant: [O:1]1[CH2:4][CH:3]([N:5]2[CH2:10][CH2:9][N:8]([C:11]3[CH:16]=[CH:15][C:14]([NH:17][C:18]4[N:23]=[CH:22][N:21]=[C:20]([C:24]5[CH:25]=[CH:26][C:27]([O:32][C@@H:33]6[CH2:37][CH2:36][NH:35][CH2:34]6)=[C:28]([CH:31]=5)[C:29]#[N:30])[N:19]=4)=[CH:13][CH:12]=3)[CH2:7][CH2:6]2)[CH2:2]1.[OH:38][C@@H:39]([CH3:43])[C:40](O)=[O:41].CN(C(ON1N=NC2C=CC=NC1=2)=[N+](C)C)C.F[P-](F)(F)(F)(F)F.CCN(C(C)C)C(C)C. Product: [OH:38][C@@H:39]([CH3:43])[C:40]([N:35]1[CH2:36][CH2:37][C@@H:33]([O:32][C:27]2[CH:26]=[CH:25][C:24]([C:20]3[N:19]=[C:18]([NH:17][C:14]4[CH:15]=[CH:16][C:11]([N:8]5[CH2:7][CH2:6][N:5]([CH:3]6[CH2:4][O:1][CH2:2]6)[CH2:10][CH2:9]5)=[CH:12][CH:13]=4)[N:23]=[CH:22][N:21]=3)=[CH:31][C:28]=2[C:29]#[N:30])[CH2:34]1)=[O:41]. The catalyst class is: 3. (8) Reactant: [Cl:1][C:2]1[CH:7]=[C:6]([N:8]=[C:9]=[S:10])[CH:5]=[C:4]([C:11]([F:14])([F:13])[F:12])[C:3]=1[C:15]1[CH:20]=[CH:19][C:18]([S:21]([CH2:24][CH:25]2[CH2:30][CH2:29][N:28]([C:31]([O:33][C:34]([CH3:37])([CH3:36])[CH3:35])=[O:32])[CH2:27][CH2:26]2)(=[O:23])=[O:22])=[CH:17][CH:16]=1.[N:38]#[C:39][NH2:40].[Na].[CH3:42]O.CI. Product: [Cl:1][C:2]1[CH:7]=[C:6]([N:8]([NH:38][C:39]#[N:40])[CH2:9][S:10][CH3:42])[CH:5]=[C:4]([C:11]([F:14])([F:12])[F:13])[C:3]=1[C:15]1[CH:20]=[CH:19][C:18]([S:21]([CH2:24][CH:25]2[CH2:26][CH2:27][N:28]([C:31]([O:33][C:34]([CH3:37])([CH3:36])[CH3:35])=[O:32])[CH2:29][CH2:30]2)(=[O:23])=[O:22])=[CH:17][CH:16]=1. The catalyst class is: 216. (9) The catalyst class is: 166. Reactant: [C:1](OC(=O)C)(=[O:3])[CH3:2].C(N(CC)CC)C.[NH2:15][CH2:16][CH2:17][CH2:18][S:19]([O:22][CH2:23][C:24]([CH3:37])([CH3:36])[C@@H:25]([O:28][CH2:29][C:30]1[CH:35]=[CH:34][CH:33]=[CH:32][CH:31]=1)[CH:26]=[CH2:27])(=[O:21])=[O:20]. Product: [C:1]([NH:15][CH2:16][CH2:17][CH2:18][S:19]([O:22][CH2:23][C:24]([CH3:37])([CH3:36])[C@@H:25]([O:28][CH2:29][C:30]1[CH:31]=[CH:32][CH:33]=[CH:34][CH:35]=1)[CH:26]=[CH2:27])(=[O:20])=[O:21])(=[O:3])[CH3:2].